This data is from Peptide-MHC class I binding affinity with 185,985 pairs from IEDB/IMGT. The task is: Regression. Given a peptide amino acid sequence and an MHC pseudo amino acid sequence, predict their binding affinity value. This is MHC class I binding data. (1) The peptide sequence is LLNNQFGT. The MHC is H-2-Kb with pseudo-sequence H-2-Kb. The binding affinity (normalized) is 0.233. (2) The peptide sequence is KVFDKSLLY. The MHC is HLA-B15:01 with pseudo-sequence HLA-B15:01. The binding affinity (normalized) is 0.452. (3) The peptide sequence is GLMHNQNAL. The MHC is HLA-A02:01 with pseudo-sequence HLA-A02:01. The binding affinity (normalized) is 0.237. (4) The peptide sequence is RLLTALGNHIY. The MHC is Mamu-B17 with pseudo-sequence Mamu-B17. The binding affinity (normalized) is 0. (5) The peptide sequence is QVPLRPMTYK. The MHC is HLA-A33:01 with pseudo-sequence HLA-A33:01. The binding affinity (normalized) is 0.307. (6) The peptide sequence is LLVDLLWLL. The MHC is HLA-B44:03 with pseudo-sequence HLA-B44:03. The binding affinity (normalized) is 0.0761. (7) The peptide sequence is VLLGRLNKC. The MHC is HLA-A31:01 with pseudo-sequence HLA-A31:01. The binding affinity (normalized) is 0.0847.